This data is from Full USPTO retrosynthesis dataset with 1.9M reactions from patents (1976-2016). The task is: Predict the reactants needed to synthesize the given product. (1) Given the product [F:1][C:2]([F:39])([F:38])[C:3]1[CH:4]=[C:5]([C@H:13]2[O:17][C:16](=[O:18])[N:15]([CH2:19][C:20]3[C:25]([C:41]4[S:45][C:44]([C:46]5[CH:54]=[CH:53][C:49]([C:50]([OH:52])=[O:51])=[CH:48][C:47]=5[CH3:55])=[N:43][C:42]=4[C:56]([CH3:59])([CH3:58])[CH3:57])=[CH:24][N:23]=[C:22]([S:35][CH3:36])[N:21]=3)[C@H:14]2[CH3:37])[CH:6]=[C:7]([C:9]([F:10])([F:12])[F:11])[CH:8]=1, predict the reactants needed to synthesize it. The reactants are: [F:1][C:2]([F:39])([F:38])[C:3]1[CH:4]=[C:5]([C@H:13]2[O:17][C:16](=[O:18])[N:15]([CH2:19][C:20]3[C:25](B4OC(C)(C)C(C)(C)O4)=[CH:24][N:23]=[C:22]([S:35][CH3:36])[N:21]=3)[C@H:14]2[CH3:37])[CH:6]=[C:7]([C:9]([F:12])([F:11])[F:10])[CH:8]=1.Br[C:41]1[S:45][C:44]([C:46]2[CH:54]=[CH:53][C:49]([C:50]([OH:52])=[O:51])=[CH:48][C:47]=2[CH3:55])=[N:43][C:42]=1[C:56]([CH3:59])([CH3:58])[CH3:57].P([O-])([O-])([O-])=O.[K+].[K+].[K+]. (2) Given the product [Cl:1][C:2]1[CH:9]=[C:8]([N:10]([CH2:16][C:17]2[CH:22]=[CH:21][CH:20]=[CH:19][C:18]=2[Cl:23])[C@H:11]2[CH2:15][CH2:14][N:13]([S:32]([C:29]3[CH:28]=[CH:27][C:26]([O:25][CH3:24])=[CH:31][CH:30]=3)(=[O:34])=[O:33])[CH2:12]2)[CH:7]=[CH:6][C:3]=1[C:4]#[N:5], predict the reactants needed to synthesize it. The reactants are: [Cl:1][C:2]1[CH:9]=[C:8]([N:10]([CH2:16][C:17]2[CH:22]=[CH:21][CH:20]=[CH:19][C:18]=2[Cl:23])[C@H:11]2[CH2:15][CH2:14][NH:13][CH2:12]2)[CH:7]=[CH:6][C:3]=1[C:4]#[N:5].[CH3:24][O:25][C:26]1[CH:31]=[CH:30][C:29]([S:32](Cl)(=[O:34])=[O:33])=[CH:28][CH:27]=1.